This data is from Peptide-MHC class II binding affinity with 134,281 pairs from IEDB. The task is: Regression. Given a peptide amino acid sequence and an MHC pseudo amino acid sequence, predict their binding affinity value. This is MHC class II binding data. (1) The peptide sequence is LNGQIPSHIMSVLDM. The MHC is DRB1_0101 with pseudo-sequence DRB1_0101. The binding affinity (normalized) is 0.404. (2) The peptide sequence is PEKEVLMWKFDSRLAFHH. The MHC is DRB1_1101 with pseudo-sequence DRB1_1101. The binding affinity (normalized) is 0.519.